From a dataset of Catalyst prediction with 721,799 reactions and 888 catalyst types from USPTO. Predict which catalyst facilitates the given reaction. (1) Reactant: [CH3:1][O:2][C:3](=[O:20])[CH:4]([C:13]1[CH:18]=[CH:17][C:16](Br)=[CH:15][CH:14]=1)[CH2:5][CH:6]1[CH2:11][CH2:10][N:9]([CH3:12])[CH2:8][CH2:7]1.[C:21]([O:25][C:26](=[O:39])[NH:27][C:28]1[CH:33]=[CH:32][CH:31]=[CH:30][C:29]=1[NH:34][C:35](=[O:38])[CH:36]=[CH2:37])([CH3:24])([CH3:23])[CH3:22].C1(C)C=CC=CC=1P(C1C=CC=CC=1C)C1C=CC=CC=1C.C(N(CC)CC)C.[NH4+].[Cl-]. Product: [CH3:1][O:2][C:3](=[O:20])[CH:4]([C:13]1[CH:18]=[CH:17][C:16](/[CH:37]=[CH:36]/[C:35](=[O:38])[NH:34][C:29]2[CH:30]=[CH:31][CH:32]=[CH:33][C:28]=2[NH:27][C:26]([O:25][C:21]([CH3:24])([CH3:23])[CH3:22])=[O:39])=[CH:15][CH:14]=1)[CH2:5][CH:6]1[CH2:11][CH2:10][N:9]([CH3:12])[CH2:8][CH2:7]1. The catalyst class is: 533. (2) Reactant: [NH:1]1[CH2:7][CH2:6][CH2:5][CH:4]([NH:8][C:9]([C@@H:11]([NH:16][C:17]([C:19]2[N:20]([CH3:28])[C:21]3[C:26]([CH:27]=2)=[CH:25][CH:24]=[CH:23][CH:22]=3)=[O:18])[CH2:12][CH:13]([CH3:15])[CH3:14])=[O:10])[CH2:3][CH2:2]1.[C:29]([C:31]1[CH:36]=[CH:35][CH:34]=[CH:33][C:32]=1[S:37](Cl)(=[O:39])=[O:38])#[N:30].C(N(CC)CC)C. Product: [C:29]([C:31]1[CH:36]=[CH:35][CH:34]=[CH:33][C:32]=1[S:37]([N:1]1[CH2:7][CH2:6][CH2:5][CH:4]([NH:8][C:9]([C@@H:11]([NH:16][C:17]([C:19]2[N:20]([CH3:28])[C:21]3[C:26]([CH:27]=2)=[CH:25][CH:24]=[CH:23][CH:22]=3)=[O:18])[CH2:12][CH:13]([CH3:15])[CH3:14])=[O:10])[CH2:3][CH2:2]1)(=[O:39])=[O:38])#[N:30]. The catalyst class is: 2. (3) Reactant: [CH2:1]([N:3]1[CH2:7][CH2:6][CH2:5][C@H:4]1[CH2:8][O:9][C:10]1[CH:19]=[CH:18][C:17]2[C:12](=[CH:13][CH:14]=[C:15](Br)[CH:16]=2)[CH:11]=1)[CH3:2].ClCCl.C([O-])(=O)C.[K+].Br[C:30]1[C:38]2[C:33](=[CH:34][CH:35]=[C:36]([C:39]#[N:40])[CH:37]=2)[N:32]([CH:41]2[CH2:46][CH2:45][CH2:44][CH2:43][O:42]2)[N:31]=1.C(=O)([O-])[O-].[K+].[K+]. Product: [CH2:1]([N:3]1[CH2:7][CH2:6][CH2:5][C@H:4]1[CH2:8][O:9][C:10]1[CH:11]=[C:12]2[C:17](=[CH:18][CH:19]=1)[CH:16]=[C:15]([C:30]1[C:38]3[C:33](=[CH:34][CH:35]=[C:36]([C:39]#[N:40])[CH:37]=3)[N:32]([CH:41]3[CH2:46][CH2:45][CH2:44][CH2:43][O:42]3)[N:31]=1)[CH:14]=[CH:13]2)[CH3:2]. The catalyst class is: 42. (4) Reactant: [OH:1][CH:2]([C:27]1[N:31]=[C:30]([C:32]2[CH:37]=[CH:36][CH:35]=[CH:34][CH:33]=2)[O:29][N:28]=1)[C@@H:3]([NH:6][C:7](=[O:26])[CH:8]([CH2:18][S:19]([CH2:22][CH:23]([CH3:25])[CH3:24])(=[O:21])=[O:20])[CH2:9][C:10]([N:12]1[CH2:17][CH2:16][O:15][CH2:14][CH2:13]1)=[O:11])[CH2:4][CH3:5].CC(OI1(OC(C)=O)(OC(C)=O)OC(=O)C2C=CC=CC1=2)=O. Product: [CH3:25][CH:23]([CH3:24])[CH2:22][S:19]([CH2:18][CH:8]([CH2:9][C:10]([N:12]1[CH2:13][CH2:14][O:15][CH2:16][CH2:17]1)=[O:11])[C:7]([NH:6][C@H:3]([C:2]([C:27]1[N:31]=[C:30]([C:32]2[CH:37]=[CH:36][CH:35]=[CH:34][CH:33]=2)[O:29][N:28]=1)=[O:1])[CH2:4][CH3:5])=[O:26])(=[O:20])=[O:21]. The catalyst class is: 2. (5) Reactant: Cl[CH2:2][CH2:3][NH:4][C:5](=[O:17])[NH:6][C:7]1[CH:16]=[CH:15][C:10]([C:11]([O:13][CH3:14])=[O:12])=[CH:9][CH:8]=1.C([O-])([O-])=O.[K+].[K+]. The catalyst class is: 9. Product: [O:17]=[C:5]1[NH:4][CH2:3][CH2:2][N:6]1[C:7]1[CH:16]=[CH:15][C:10]([C:11]([O:13][CH3:14])=[O:12])=[CH:9][CH:8]=1. (6) Reactant: CC([CH:5]([O:9][C:10]1[C:11]([C:16](=O)[CH3:17])=[N:12][CH:13]=[CH:14][CH:15]=1)[C:6]([O-:8])=[O:7])(C)C.CC(C)([O-])C.[K+].Cl. Product: [CH3:17][C:16]1[C:11]2=[N:12][CH:13]=[CH:14][CH:15]=[C:10]2[O:9][C:5]=1[C:6]([OH:8])=[O:7]. The catalyst class is: 107. (7) Reactant: [NH2:1][C:2]1[CH:3]=[C:4]([C:8]2[O:12][C:11]([C:13]3[CH:22]=[CH:21][C:16]([C:17]([O:19][CH3:20])=[O:18])=[CH:15][CH:14]=3)=[N:10][N:9]=2)[CH:5]=[CH:6][CH:7]=1.[CH:23]([C:26]1[CH:31]=[CH:30][C:29]([N:32]=[C:33]=[O:34])=[CH:28][CH:27]=1)([CH3:25])[CH3:24]. Product: [CH:23]([C:26]1[CH:31]=[CH:30][C:29]([NH:32][C:33](=[O:34])[NH:1][C:2]2[CH:3]=[C:4]([C:8]3[O:12][C:11]([C:13]4[CH:22]=[CH:21][C:16]([C:17]([O:19][CH3:20])=[O:18])=[CH:15][CH:14]=4)=[N:10][N:9]=3)[CH:5]=[CH:6][CH:7]=2)=[CH:28][CH:27]=1)([CH3:25])[CH3:24]. The catalyst class is: 68.